From a dataset of Catalyst prediction with 721,799 reactions and 888 catalyst types from USPTO. Predict which catalyst facilitates the given reaction. Reactant: [Cl:1][C:2]1[N:10]=[C:9]([Cl:11])[CH:8]=[CH:7][C:3]=1[C:4](O)=[O:5].[CH3:12][NH2:13].[NH4+].[Cl-]. Product: [Cl:1][C:2]1[N:10]=[C:9]([Cl:11])[CH:8]=[CH:7][C:3]=1[C:4]([NH:13][CH3:12])=[O:5]. The catalyst class is: 1.